The task is: Predict the reaction yield, written as a fraction of the theoretical maximum amount of product (1.0 means a 100% yield; for example, 0.34 means a 34% yield).. This data is from Reaction yield outcomes from USPTO patents with 853,638 reactions. (1) The reactants are [H-].[Na+].O1CC[CH2:5][CH2:4]1.[NH2:8][C:9]1[CH:10]=[C:11]([SH:15])[CH:12]=[CH:13][CH:14]=1.ICC. The catalyst is O.CN(C)C=O. The product is [CH2:4]([S:15][C:11]1[CH:10]=[C:9]([CH:14]=[CH:13][CH:12]=1)[NH2:8])[CH3:5]. The yield is 0.820. (2) The reactants are Cl.[F:2][CH2:3][CH2:4][NH2:5].[CH3:6]CN(C(C)C)C(C)C.C(Cl)(Cl)=S.[Br:19][C:20]1[CH:21]=[C:22]([NH2:27])[C:23]([NH2:26])=[CH:24][CH:25]=1. The catalyst is [Hg]=O.C1COCC1.C(Cl)Cl. The product is [Br:19][C:20]1[CH:25]=[CH:24][C:23]2[NH:26][C:6]([NH:5][CH2:4][CH2:3][F:2])=[N:27][C:22]=2[CH:21]=1. The yield is 0.530. (3) The reactants are [C:1]1([C:7]2[CH:12]=[C:11]([CH2:13][CH2:14][S:15]([N:18]3[CH2:23][CH2:22][O:21][CH2:20][CH2:19]3)(=[O:17])=[O:16])[CH:10]=[CH:9][C:8]=2[NH2:24])[CH2:6][CH2:5][CH2:4][CH2:3][CH:2]=1.[K+].[C:26]([C:28]1[N:29]=[C:30]([C:41]([O-])=[O:42])[N:31]([CH2:33][O:34][CH2:35][CH2:36][Si:37]([CH3:40])([CH3:39])[CH3:38])[CH:32]=1)#[N:27].C1CN([P+](Br)(N2CCCC2)N2CCCC2)CC1.F[P-](F)(F)(F)(F)F.CCN(C(C)C)C(C)C. The catalyst is C(Cl)Cl. The product is [C:1]1([C:7]2[CH:12]=[C:11]([CH2:13][CH2:14][S:15]([N:18]3[CH2:23][CH2:22][O:21][CH2:20][CH2:19]3)(=[O:16])=[O:17])[CH:10]=[CH:9][C:8]=2[NH:24][C:41]([C:30]2[N:31]([CH2:33][O:34][CH2:35][CH2:36][Si:37]([CH3:40])([CH3:39])[CH3:38])[CH:32]=[C:28]([C:26]#[N:27])[N:29]=2)=[O:42])[CH2:6][CH2:5][CH2:4][CH2:3][CH:2]=1. The yield is 0.980.